This data is from Full USPTO retrosynthesis dataset with 1.9M reactions from patents (1976-2016). The task is: Predict the reactants needed to synthesize the given product. (1) Given the product [C:51]1([C:57]2[C:65]3[O:64][CH:63]([CH2:66][NH2:67])[CH2:62][C:61]=3[CH:60]=[CH:59][CH:58]=2)[CH:52]=[CH:53][CH:54]=[CH:55][CH:56]=1, predict the reactants needed to synthesize it. The reactants are: CC1C=CC(S(OCC2CC3C=CC=C(C4C=CC=CC=4)C=3O2)(=O)=O)=CC=1.[N-]=[N+]=[N-].[Na+].N(CC1CC2C=C(Cl)C=C(C3C=CSC=3)C=2O1)=[N+]=[N-].[C:51]1([C:57]2[C:65]3[O:64][CH:63]([CH2:66][N:67]=[N+]=[N-])[CH2:62][C:61]=3[CH:60]=[CH:59][CH:58]=2)[CH:56]=[CH:55][CH:54]=[CH:53][CH:52]=1.[N-]=[N+]=[N-]. (2) Given the product [Cl:17][C:14]1[CH:15]=[C:16]2[C:11](=[CH:12][CH:13]=1)[NH:10][C:9](=[O:18])[C:8]2=[CH:7][C:5]1[O:6][C:2]([C:46]2[CH:47]=[CH:33][CH:34]=[C:35]([O:36][CH2:37][CH2:38][N:39]3[CH2:40][CH2:41][O:42][CH2:43][CH2:44]3)[CH:45]=2)=[CH:3][CH:4]=1, predict the reactants needed to synthesize it. The reactants are: Br[C:2]1[O:6][C:5]([CH:7]=[C:8]2[C:16]3[C:11](=[CH:12][CH:13]=[C:14]([Cl:17])[CH:15]=3)[NH:10][C:9]2=[O:18])=[CH:4][CH:3]=1.C([O-])([O-])=O.[Cs+].[Cs+].CC1(C)C(C)(C)OB([C:33]2[CH:34]=[C:35]([CH:45]=[CH:46][CH:47]=2)[O:36][CH2:37][CH2:38][N:39]2[CH2:44][CH2:43][O:42][CH2:41][CH2:40]2)O1. (3) Given the product [NH2:1][C@H:2]([C:6]([O:8][CH2:9][C:10]1[CH:15]=[CH:14][CH:13]=[CH:12][CH:11]=1)=[O:7])[C@@H:3]([CH3:5])[OH:4], predict the reactants needed to synthesize it. The reactants are: [NH2:1][C@H:2]([C:6]([OH:8])=[O:7])[C@@H:3]([CH3:5])[OH:4].[CH2:9](O)[C:10]1[CH:15]=[CH:14][CH:13]=[CH:12][CH:11]=1.O.C1(C)C=CC(S(O)(=O)=O)=CC=1.O. (4) Given the product [Br:26][C:27]1[CH:28]=[C:29]([CH2:33][C:34]([NH2:2])=[O:36])[CH:30]=[CH:31][CH:32]=1, predict the reactants needed to synthesize it. The reactants are: O[N:2]1C2C=CC=CC=2N=N1.C(N(C(C)C)C(C)C)C.C(=O)([O-])[O-].[NH4+].[NH4+].[Br:26][C:27]1[CH:28]=[C:29]([CH2:33][C:34]([OH:36])=O)[CH:30]=[CH:31][CH:32]=1.Cl.CN(C)CCCN=C=NCC.